From a dataset of CYP3A4 inhibition data for predicting drug metabolism from PubChem BioAssay. Regression/Classification. Given a drug SMILES string, predict its absorption, distribution, metabolism, or excretion properties. Task type varies by dataset: regression for continuous measurements (e.g., permeability, clearance, half-life) or binary classification for categorical outcomes (e.g., BBB penetration, CYP inhibition). Dataset: cyp3a4_veith. The compound is Cc1ccccc1-c1cc(N2CCN(C)CC2)ncn1. The result is 0 (non-inhibitor).